From a dataset of NCI-60 drug combinations with 297,098 pairs across 59 cell lines. Regression. Given two drug SMILES strings and cell line genomic features, predict the synergy score measuring deviation from expected non-interaction effect. (1) Drug 1: CC1=C(C=C(C=C1)NC2=NC=CC(=N2)N(C)C3=CC4=NN(C(=C4C=C3)C)C)S(=O)(=O)N.Cl. Drug 2: CC(C1=C(C=CC(=C1Cl)F)Cl)OC2=C(N=CC(=C2)C3=CN(N=C3)C4CCNCC4)N. Cell line: SK-MEL-28. Synergy scores: CSS=3.08, Synergy_ZIP=2.95, Synergy_Bliss=3.71, Synergy_Loewe=-4.35, Synergy_HSA=-1.68. (2) Drug 1: CC1=C(C=C(C=C1)NC2=NC=CC(=N2)N(C)C3=CC4=NN(C(=C4C=C3)C)C)S(=O)(=O)N.Cl. Drug 2: CS(=O)(=O)CCNCC1=CC=C(O1)C2=CC3=C(C=C2)N=CN=C3NC4=CC(=C(C=C4)OCC5=CC(=CC=C5)F)Cl. Cell line: NCIH23. Synergy scores: CSS=-2.07, Synergy_ZIP=0.0843, Synergy_Bliss=0.203, Synergy_Loewe=-0.882, Synergy_HSA=-1.21. (3) Drug 1: CC1=C(C=C(C=C1)NC(=O)C2=CC=C(C=C2)CN3CCN(CC3)C)NC4=NC=CC(=N4)C5=CN=CC=C5. Synergy scores: CSS=64.8, Synergy_ZIP=2.35, Synergy_Bliss=0.349, Synergy_Loewe=-0.164, Synergy_HSA=-0.138. Drug 2: C#CCC(CC1=CN=C2C(=N1)C(=NC(=N2)N)N)C3=CC=C(C=C3)C(=O)NC(CCC(=O)O)C(=O)O. Cell line: IGROV1. (4) Drug 1: C1C(C(OC1N2C=C(C(=O)NC2=O)F)CO)O. Drug 2: CCN(CC)CCNC(=O)C1=C(NC(=C1C)C=C2C3=C(C=CC(=C3)F)NC2=O)C. Cell line: MDA-MB-231. Synergy scores: CSS=12.5, Synergy_ZIP=-3.98, Synergy_Bliss=1.32, Synergy_Loewe=-2.75, Synergy_HSA=0.788.